From a dataset of Reaction yield outcomes from USPTO patents with 853,638 reactions. Predict the reaction yield, written as a fraction of the theoretical maximum amount of product (1.0 means a 100% yield; for example, 0.34 means a 34% yield). (1) The reactants are [Cl:1][C:2]1[N:7]=[C:6]([NH:8][CH2:9][CH2:10][O:11][CH2:12][CH2:13][OH:14])[C:5]([C:15]([O:17][CH3:18])=[O:16])=[CH:4][N:3]=1.N1C=CN=C1.[CH3:24][C:25]([Si:28](Cl)([CH3:30])[CH3:29])([CH3:27])[CH3:26]. The catalyst is CN(C=O)C.O. The product is [Cl:1][C:2]1[N:7]=[C:6]([NH:8][CH2:9][CH2:10][O:11][CH2:12][CH2:13][O:14][Si:28]([CH3:30])([CH3:29])[C:25]([CH3:27])([CH3:26])[CH3:24])[C:5]([C:15]([O:17][CH3:18])=[O:16])=[CH:4][N:3]=1. The yield is 0.980. (2) The reactants are Br[CH2:2][C:3]1[N:13]([CH2:14][C:15]([CH3:18])([CH3:17])[CH3:16])[C:6]2[N:7]=[C:8]([C:11]#[N:12])[N:9]=[CH:10][C:5]=2[CH:4]=1.[O:19]1[C:23]2([CH2:28][CH2:27][S:26][CH2:25][CH2:24]2)[C:22](=[O:29])[NH:21][C:20]1=[O:30].C([O-])([O-])=O.[K+].[K+]. The catalyst is CN(C=O)C. The product is [CH3:16][C:15]([CH3:18])([CH3:17])[CH2:14][N:13]1[C:6]2[N:7]=[C:8]([C:11]#[N:12])[N:9]=[CH:10][C:5]=2[CH:4]=[C:3]1[CH2:2][N:21]1[C:22](=[O:29])[C:23]2([CH2:28][CH2:27][S:26][CH2:25][CH2:24]2)[O:19][C:20]1=[O:30]. The yield is 0.320. (3) The yield is 0.270. The reactants are [CH3:1][C:2]1[N:3]=[CH:4][NH:5][CH:6]=1.[H-].[Na+].Cl[C:10]1[N:15]=[C:14]([C:16]2[CH:17]=[N:18][N:19]([CH2:21][O:22][CH2:23][CH2:24][Si:25]([CH3:28])([CH3:27])[CH3:26])[CH:20]=2)[N:13]2[CH:29]=[CH:30][N:31]=[C:12]2[CH:11]=1. The catalyst is CN(C)C=O. The product is [CH3:1][C:2]1[N:3]=[CH:4][N:5]([C:10]2[N:15]=[C:14]([C:16]3[CH:17]=[N:18][N:19]([CH2:21][O:22][CH2:23][CH2:24][Si:25]([CH3:26])([CH3:27])[CH3:28])[CH:20]=3)[N:13]3[CH:29]=[CH:30][N:31]=[C:12]3[CH:11]=2)[CH:6]=1. (4) The reactants are C([O:3][C:4](=[O:29])[CH2:5][CH2:6][N:7]1[C:15]2[C:10](=[C:11]([C:16]([N:18]3[CH2:24][C:23]4([CH3:26])[CH2:25][CH:19]3[CH2:20][C:21]([CH3:28])([CH3:27])[CH2:22]4)=[O:17])[CH:12]=[CH:13][CH:14]=2)[CH:9]=[CH:8]1)C.[OH-].[Na+].Cl. The catalyst is C(O)C. The product is [CH3:26][C:23]12[CH2:25][CH:19]([N:18]([C:16]([C:11]3[CH:12]=[CH:13][CH:14]=[C:15]4[C:10]=3[CH:9]=[CH:8][N:7]4[CH2:6][CH2:5][C:4]([OH:29])=[O:3])=[O:17])[CH2:24]1)[CH2:20][C:21]([CH3:28])([CH3:27])[CH2:22]2. The yield is 0.430. (5) The yield is 0.950. The reactants are [CH:1]1([C:4]([C:6]2[CH:11]=[CH:10][C:9](Cl)=[C:8]([N+:13]([O-:15])=[O:14])[CH:7]=2)=[O:5])[CH2:3][CH2:2]1.[C:16]([NH:23][CH:24]1[CH2:29][CH2:28][NH:27][CH2:26][CH2:25]1)([O:18][C:19]([CH3:22])([CH3:21])[CH3:20])=[O:17]. No catalyst specified. The product is [CH:1]1([C:4]([C:6]2[CH:11]=[CH:10][C:9]([N:27]3[CH2:26][CH2:25][CH:24]([NH:23][C:16](=[O:17])[O:18][C:19]([CH3:21])([CH3:20])[CH3:22])[CH2:29][CH2:28]3)=[C:8]([N+:13]([O-:15])=[O:14])[CH:7]=2)=[O:5])[CH2:3][CH2:2]1. (6) The reactants are Cl.[NH2:2][C:3]1[C:11]([OH:12])=[C:10]2[C:6]([CH2:7][CH2:8][CH:9]2[CH2:13][CH2:14][NH:15][C:16](=[O:18])[CH3:17])=[CH:5][CH:4]=1.[CH2:19]([O:26][CH2:27][CH2:28][CH2:29][CH2:30][C:31](Cl)=[O:32])[C:20]1[CH:25]=[CH:24][CH:23]=[CH:22][CH:21]=1. The catalyst is N1C=CC=CC=1. The product is [C:16]([NH:15][CH2:14][CH2:13][CH:9]1[C:10]2[C:6](=[CH:5][CH:4]=[C:3]([NH:2][C:31](=[O:32])[CH2:30][CH2:29][CH2:28][CH2:27][O:26][CH2:19][C:20]3[CH:25]=[CH:24][CH:23]=[CH:22][CH:21]=3)[C:11]=2[OH:12])[CH2:7][CH2:8]1)(=[O:18])[CH3:17]. The yield is 0.410.